This data is from Full USPTO retrosynthesis dataset with 1.9M reactions from patents (1976-2016). The task is: Predict the reactants needed to synthesize the given product. (1) Given the product [C:42]1([CH:7]([C:1]2[CH:6]=[CH:5][CH:4]=[CH:3][CH:2]=2)[CH2:8][CH2:9][O:10][C:11]([C:13]2[C:14]([C:35]3[CH:40]=[CH:39][CH:38]=[C:37]([Cl:41])[CH:36]=3)=[N:15][C:16]([C:29]3[CH:30]=[CH:31][CH:32]=[CH:33][CH:34]=3)=[N:17][C:18]=2[CH2:19][O:20][CH2:21][CH2:22][CH:23]2[CH2:28][CH2:27][CH2:26][CH2:25][CH2:24]2)=[O:12])[CH:43]=[CH:44][CH:45]=[CH:46][CH:47]=1, predict the reactants needed to synthesize it. The reactants are: [C:1]1([CH:7]([C:42]2[CH:47]=[CH:46][CH:45]=[CH:44][CH:43]=2)[CH2:8][CH2:9][O:10][C:11]([C:13]2[CH:14]([C:35]3[CH:40]=[CH:39][CH:38]=[C:37]([Cl:41])[CH:36]=3)[N:15]=[C:16]([C:29]3[CH:34]=[CH:33][CH:32]=[CH:31][CH:30]=3)[NH:17][C:18]=2[CH2:19][O:20][CH2:21][CH2:22][CH:23]2[CH2:28][CH2:27][CH2:26][CH2:25][CH2:24]2)=[O:12])[CH:6]=[CH:5][CH:4]=[CH:3][CH:2]=1.O. (2) Given the product [C:9]([C:3]1[CH:4]=[C:5]([Cl:8])[CH:6]=[CH:7][C:2]=1[NH:1][S:25]([C:19]1[CH:20]=[CH:21][C:22]([Cl:24])=[CH:23][C:18]=1[Cl:17])(=[O:27])=[O:26])(=[O:10])[C:11]1[CH:12]=[CH:13][CH:14]=[CH:15][CH:16]=1, predict the reactants needed to synthesize it. The reactants are: [NH2:1][C:2]1[CH:7]=[CH:6][C:5]([Cl:8])=[CH:4][C:3]=1[C:9]([C:11]1[CH:16]=[CH:15][CH:14]=[CH:13][CH:12]=1)=[O:10].[Cl:17][C:18]1[CH:23]=[C:22]([Cl:24])[CH:21]=[CH:20][C:19]=1[S:25](Cl)(=[O:27])=[O:26]. (3) Given the product [CH:37]1([O:36][C:33]2[CH:32]=[CH:31][C:30]([N:26]3[C:27]4[C:23](=[CH:22][C:21]([B:49]5[O:53][C:52]([CH3:55])([CH3:54])[C:51]([CH3:57])([CH3:56])[O:50]5)=[CH:29][CH:28]=4)[CH:24]=[C:25]3[C:42]#[N:43])=[CH:35][CH:34]=2)[CH2:41][CH2:40][CH2:39][CH2:38]1, predict the reactants needed to synthesize it. The reactants are: C1(P(C2CCCCC2)C2CCCCC2)CCCCC1.Br[C:21]1[CH:22]=[C:23]2[C:27](=[CH:28][CH:29]=1)[N:26]([C:30]1[CH:35]=[CH:34][C:33]([O:36][CH:37]3[CH2:41][CH2:40][CH2:39][CH2:38]3)=[CH:32][CH:31]=1)[C:25]([C:42]#[N:43])=[CH:24]2.CC([O-])=O.[K+].[B:49]1([B:49]2[O:53][C:52]([CH3:55])([CH3:54])[C:51]([CH3:57])([CH3:56])[O:50]2)[O:53][C:52]([CH3:55])([CH3:54])[C:51]([CH3:57])([CH3:56])[O:50]1. (4) Given the product [OH:38][CH2:39][C@H:40]1[CH2:44][CH2:43][CH2:42][N:41]1[C:26]([C:25]1[CH:24]=[CH:23][C:22]([C:19]2[CH:18]=[N:17][C:16]([O:15][CH2:14][CH:11]3[CH2:12][CH2:13][N:8]([C:6]([O:5][C:1]([CH3:4])([CH3:3])[CH3:2])=[O:7])[CH2:9][CH2:10]3)=[N:21][CH:20]=2)=[CH:30][CH:29]=1)=[O:28], predict the reactants needed to synthesize it. The reactants are: [C:1]([O:5][C:6]([N:8]1[CH2:13][CH2:12][CH:11]([CH2:14][O:15][C:16]2[N:21]=[CH:20][C:19]([C:22]3[CH:30]=[CH:29][C:25]([C:26]([OH:28])=O)=[CH:24][CH:23]=3)=[CH:18][N:17]=2)[CH2:10][CH2:9]1)=[O:7])([CH3:4])([CH3:3])[CH3:2].CCN(CC)CC.[OH:38][CH2:39][C@H:40]1[CH2:44][CH2:43][CH2:42][NH:41]1.CN(C(ON1N=NC2C=CC=CC1=2)=[N+](C)C)C.[B-](F)(F)(F)F. (5) Given the product [CH:1]1([S:4]([C:7]2[CH:12]=[CH:11][C:10]([CH:13]([C:14]3[NH:48][C:17]([C:19]4[N:24]=[CH:23][C:22]([CH:25]([C:26]([O:28][CH2:29][CH3:30])=[O:27])[C:31]([O:33][CH2:34][CH3:35])=[O:32])=[CH:21][CH:20]=4)=[CH:16][CH:15]=3)[CH2:37][CH:38]3[CH2:43][CH2:42][O:41][CH2:40][CH2:39]3)=[CH:9][CH:8]=2)(=[O:5])=[O:6])[CH2:3][CH2:2]1, predict the reactants needed to synthesize it. The reactants are: [CH:1]1([S:4]([C:7]2[CH:12]=[CH:11][C:10]([CH:13]([CH2:37][CH:38]3[CH2:43][CH2:42][O:41][CH2:40][CH2:39]3)[C:14](=O)[CH2:15][CH2:16][C:17]([C:19]3[N:24]=[CH:23][C:22]([CH:25]([C:31]([O:33][CH2:34][CH3:35])=[O:32])[C:26]([O:28][CH2:29][CH3:30])=[O:27])=[CH:21][CH:20]=3)=O)=[CH:9][CH:8]=2)(=[O:6])=[O:5])[CH2:3][CH2:2]1.C([O-])(=O)C.[NH4+:48]. (6) Given the product [C:1]([C:5]1[CH:6]=[CH:7][C:8]([S:11]([N:14]2[C:20]3[CH:21]=[C:22]([C:25]4[O:26][C:43]([NH2:42])=[N:28][N:27]=4)[CH:23]=[CH:24][C:19]=3[NH:18][C:17]3[N:29]=[C:30]([C:33]([F:35])([F:36])[F:34])[CH:31]=[CH:32][C:16]=3[CH2:15]2)(=[O:13])=[O:12])=[CH:9][CH:10]=1)([CH3:4])([CH3:2])[CH3:3], predict the reactants needed to synthesize it. The reactants are: [C:1]([C:5]1[CH:10]=[CH:9][C:8]([S:11]([N:14]2[C:20]3[CH:21]=[C:22]([C:25]([NH:27][NH2:28])=[O:26])[CH:23]=[CH:24][C:19]=3[NH:18][C:17]3[N:29]=[C:30]([C:33]([F:36])([F:35])[F:34])[CH:31]=[CH:32][C:16]=3[CH2:15]2)(=[O:13])=[O:12])=[CH:7][CH:6]=1)([CH3:4])([CH3:3])[CH3:2].C([O-])(O)=O.[Na+].[N:42]#[C:43]Br. (7) Given the product [NH2:1][C:2]1[N:3]=[C:4]([N:20]2[CH2:25][CH2:24][N:23]([C:34](=[O:35])[NH:33][C:29]3[CH:28]=[C:27]([CH3:26])[CH:32]=[CH:31][CH:30]=3)[CH2:22][CH2:21]2)[C:5]2[N:10]=[C:9]([CH2:11][CH2:12][C:13]3[CH:18]=[CH:17][C:16]([F:19])=[CH:15][CH:14]=3)[O:8][C:6]=2[N:7]=1, predict the reactants needed to synthesize it. The reactants are: [NH2:1][C:2]1[N:3]=[C:4]([N:20]2[CH2:25][CH2:24][NH:23][CH2:22][CH2:21]2)[C:5]2[N:10]=[C:9]([CH2:11][CH2:12][C:13]3[CH:18]=[CH:17][C:16]([F:19])=[CH:15][CH:14]=3)[O:8][C:6]=2[N:7]=1.[CH3:26][C:27]1[CH:28]=[C:29]([N:33]=[C:34]=[O:35])[CH:30]=[CH:31][CH:32]=1. (8) The reactants are: C([Sn](CCCC)(CCCC)[C:6]([F:30])=[CH:7][CH:8]=[C:9]([C:11]1[CH:16]=[C:15]([C:17]([CH3:20])([CH3:19])[CH3:18])[CH:14]=[C:13]([C:21]([CH3:24])([CH3:23])[CH3:22])[C:12]=1[O:25][CH2:26][CH:27]([F:29])[F:28])[CH3:10])CCC.I[C:40]([CH3:45])=[CH:41][C:42]([OH:44])=[O:43].[F-].[K+]. Given the product [C:21]([C:13]1[C:12]([O:25][CH2:26][CH:27]([F:28])[F:29])=[C:11]([C:9]([CH3:10])=[CH:8][CH:7]=[C:6]([F:30])[C:40]([CH3:45])=[CH:41][C:42]([OH:44])=[O:43])[CH:16]=[C:15]([C:17]([CH3:20])([CH3:19])[CH3:18])[CH:14]=1)([CH3:22])([CH3:23])[CH3:24], predict the reactants needed to synthesize it.